Task: Predict the reactants needed to synthesize the given product.. Dataset: Full USPTO retrosynthesis dataset with 1.9M reactions from patents (1976-2016) (1) Given the product [OH:9][C:5]1[CH:6]=[CH:7][CH:8]=[C:3]2[C:4]=1[C:11]1[CH:16]=[CH:15][C:14]([N+:17]([O-:19])=[O:18])=[CH:13][C:12]=1[C:20](=[O:21])[O:22]2, predict the reactants needed to synthesize it. The reactants are: CO[C:3]1[CH:8]=[CH:7][CH:6]=[C:5]([O:9]C)[C:4]=1[C:11]1[C:12]([C:20]([O-:22])=[O:21])=[CH:13][C:14]([N+:17]([O-:19])=[O:18])=[CH:15][CH:16]=1.BrB(Br)Br. (2) Given the product [C:1]([C:3]1[CH:4]=[CH:5][C:6]([NH:9][C:10]([CH:12]2[NH:16][CH:15]([CH2:17][C:18]([CH3:21])([CH3:20])[CH3:19])[C:14]3([C:29]4[C:24](=[C:25]([F:31])[C:26]([Cl:30])=[CH:27][CH:28]=4)[NH:23][C:22]3=[O:32])[CH:13]2[C:33]2[CH:38]=[CH:37][CH:36]=[C:35]([Cl:39])[C:34]=2[F:40])=[O:11])=[CH:7][CH:8]=1)(=[O:41])[NH2:2], predict the reactants needed to synthesize it. The reactants are: [C:1]([C:3]1[CH:8]=[CH:7][C:6]([NH:9][C:10]([CH:12]2[NH:16][CH:15]([CH2:17][C:18]([CH3:21])([CH3:20])[CH3:19])[C:14]3([C:29]4[C:24](=[C:25]([F:31])[C:26]([Cl:30])=[CH:27][CH:28]=4)[NH:23][C:22]3=[O:32])[CH:13]2[C:33]2[CH:38]=[CH:37][CH:36]=[C:35]([Cl:39])[C:34]=2[F:40])=[O:11])=[CH:5][CH:4]=1)#[N:2].[OH:41]O.[OH-].[Na+]. (3) Given the product [Br:20][C:6]1[O:5][C:4]([CH:1]2[CH2:2][CH2:3]2)=[N:8][C:7]=1[C:9]([O:11][CH3:12])=[O:10], predict the reactants needed to synthesize it. The reactants are: [CH:1]1([C:4]2[O:5][CH:6]=[C:7]([C:9]([O:11][CH3:12])=[O:10])[N:8]=2)[CH2:3][CH2:2]1.C1C(=O)N([Br:20])C(=O)C1.C(Cl)(Cl)(Cl)Cl. (4) Given the product [F:8][C:7]1[C:2]([C:50]2[CH:51]=[N:52][N:53]([CH2:55][CH2:56][CH2:57][OH:58])[CH:54]=2)=[CH:3][C:4]([C:38](=[O:41])[NH:39][CH3:40])=[C:5]([NH:9][C:10]2[C:15]([C:16]([F:17])([F:19])[F:18])=[CH:14][N:13]=[C:12]([NH:20][C:21]3[CH:35]=[CH:34][C:24]([CH2:25][P:26](=[O:33])([O:27][CH2:28][CH3:29])[O:30][CH2:31][CH3:32])=[CH:23][C:22]=3[O:36][CH3:37])[N:11]=2)[CH:6]=1, predict the reactants needed to synthesize it. The reactants are: Br[C:2]1[C:7]([F:8])=[CH:6][C:5]([NH:9][C:10]2[C:15]([C:16]([F:19])([F:18])[F:17])=[CH:14][N:13]=[C:12]([NH:20][C:21]3[CH:35]=[CH:34][C:24]([CH2:25][P:26](=[O:33])([O:30][CH2:31][CH3:32])[O:27][CH2:28][CH3:29])=[CH:23][C:22]=3[O:36][CH3:37])[N:11]=2)=[C:4]([C:38](=[O:41])[NH:39][CH3:40])[CH:3]=1.CC1(C)C(C)(C)OB([C:50]2[CH:51]=[N:52][N:53]([CH2:55][CH2:56][CH2:57][OH:58])[CH:54]=2)O1.ClCCl.C(=O)([O-])[O-].[K+].[K+]. (5) The reactants are: Br[CH2:2][C:3]([C:5]1[CH:10]=[CH:9][C:8]([OH:11])=[CH:7][CH:6]=1)=[O:4].[CH2:12]([N:19]1[CH2:26][CH:25]2[CH:21]([CH2:22][NH:23][CH2:24]2)[CH2:20]1)[C:13]1[CH:18]=[CH:17][CH:16]=[CH:15][CH:14]=1.C(=O)([O-])[O-].[K+].[K+]. Given the product [CH2:12]([N:19]1[CH2:26][CH:25]2[CH2:24][N:23]([CH2:2][C:3]([C:5]3[CH:10]=[CH:9][C:8]([OH:11])=[CH:7][CH:6]=3)=[O:4])[CH2:22][CH:21]2[CH2:20]1)[C:13]1[CH:14]=[CH:15][CH:16]=[CH:17][CH:18]=1, predict the reactants needed to synthesize it. (6) Given the product [CH3:1][O:2][C:3]1[CH:4]=[C:5]([CH:34]=[CH:35][CH:36]=1)[CH2:6][NH:7][C:8]1[N:13]2[N:14]=[CH:15][C:16]([C:17]([NH:41][S:38]([CH3:37])(=[O:40])=[O:39])=[O:18])=[C:12]2[N:11]=[CH:10][C:9]=1[C:20]([N:22]1[CH2:27][CH2:26][CH:25]([C:28]2[CH:29]=[CH:30][CH:31]=[CH:32][CH:33]=2)[CH2:24][CH2:23]1)=[O:21], predict the reactants needed to synthesize it. The reactants are: [CH3:1][O:2][C:3]1[CH:4]=[C:5]([CH:34]=[CH:35][CH:36]=1)[CH2:6][NH:7][C:8]1[N:13]2[N:14]=[CH:15][C:16]([C:17](O)=[O:18])=[C:12]2[N:11]=[CH:10][C:9]=1[C:20]([N:22]1[CH2:27][CH2:26][CH:25]([C:28]2[CH:33]=[CH:32][CH:31]=[CH:30][CH:29]=2)[CH2:24][CH2:23]1)=[O:21].[CH3:37][S:38]([NH2:41])(=[O:40])=[O:39]. (7) The reactants are: [Cl:1][C:2]1[C:3]([NH:20][CH:21]2[CH2:31][CH2:30][C:24]3([CH2:29][CH2:28][NH:27][CH2:26][CH2:25]3)[CH2:23][CH2:22]2)=[N:4][C:5]([NH:8][C:9]2[CH:10]=[CH:11][C:12]3[C:16]([CH:17]=2)=[N:15][N:14]([CH3:18])[C:13]=3[CH3:19])=[N:6][CH:7]=1.[C:32]([CH2:34][C:35](O)=[O:36])#[N:33].CN(C(ON1N=NC2C=CC=NC1=2)=[N+](C)C)C.F[P-](F)(F)(F)(F)F.CCN(CC)CC. Given the product [Cl:1][C:2]1[C:3]([NH:20][CH:21]2[CH2:22][CH2:23][C:24]3([CH2:25][CH2:26][N:27]([C:35](=[O:36])[CH2:34][C:32]#[N:33])[CH2:28][CH2:29]3)[CH2:30][CH2:31]2)=[N:4][C:5]([NH:8][C:9]2[CH:10]=[CH:11][C:12]3[C:16]([CH:17]=2)=[N:15][N:14]([CH3:18])[C:13]=3[CH3:19])=[N:6][CH:7]=1, predict the reactants needed to synthesize it. (8) Given the product [F:22][C:19]1[CH:18]=[CH:17][C:16]([C:14]([C:10]2[CH:11]=[N:12][CH:13]=[C:8]([CH2:7][OH:6])[CH:9]=2)=[O:15])=[CH:21][CH:20]=1, predict the reactants needed to synthesize it. The reactants are: C([SiH2][O:6][C:7](C)(C)[C:8]1[CH:9]=[C:10]([C:14]([C:16]2[CH:21]=[CH:20][C:19]([F:22])=[CH:18][CH:17]=2)=[O:15])[CH:11]=[N:12][CH:13]=1)(C)(C)C.[F-].C([N+](CCCC)(CCCC)CCCC)CCC.